From a dataset of Catalyst prediction with 721,799 reactions and 888 catalyst types from USPTO. Predict which catalyst facilitates the given reaction. (1) Reactant: [N+:1]([O-:4])(O)=[O:2].[NH2:5][C:6]1[N:11]=[C:10]([CH3:12])[C:9]([Br:13])=[CH:8][CH:7]=1.[OH-].[Na+]. Product: [Br:13][C:9]1[CH:8]=[C:7]([N+:1]([O-:4])=[O:2])[C:6]([NH2:5])=[N:11][C:10]=1[CH3:12]. The catalyst class is: 65. (2) Reactant: [C:1]([O:5][C:6]([N:8]1[CH2:25][CH2:24][C:11]2([CH2:15][N:14]([C:16]3[N:21]=[CH:20][C:19](SC)=[CH:18][N:17]=3)[CH2:13][CH2:12]2)[CH2:10][CH2:9]1)=[O:7])([CH3:4])([CH3:3])[CH3:2].O[O:27][S:28]([O-:30])=O.[K+].[CH3:32]O. Product: [C:1]([O:5][C:6]([N:8]1[CH2:9][CH2:10][C:11]2([CH2:15][N:14]([C:16]3[N:17]=[CH:18][C:19]([S:28]([CH3:32])(=[O:30])=[O:27])=[CH:20][N:21]=3)[CH2:13][CH2:12]2)[CH2:24][CH2:25]1)=[O:7])([CH3:3])([CH3:2])[CH3:4]. The catalyst class is: 6. (3) Reactant: [OH:1][C:2]1[CH:7]=[C:6]([CH3:8])[N:5]=[CH:4][N:3]=1.C1C(=O)N([I:16])C(=O)C1. Product: [I:16][C:7]1[C:2](=[O:1])[NH:3][CH:4]=[N:5][C:6]=1[CH3:8]. The catalyst class is: 15. (4) Reactant: [Mg].Br[C:3]1[CH:8]=[CH:7][C:6]([O:9][CH3:10])=[CH:5][C:4]=1[F:11].[B:12]([O:17]C)([O:15]C)[O:13]C.Cl. Product: [F:11][C:4]1[CH:5]=[C:6]([O:9][CH3:10])[CH:7]=[CH:8][C:3]=1[O:13][B:12]([OH:17])[OH:15]. The catalyst class is: 182.